From a dataset of NCI-60 drug combinations with 297,098 pairs across 59 cell lines. Regression. Given two drug SMILES strings and cell line genomic features, predict the synergy score measuring deviation from expected non-interaction effect. (1) Drug 1: CC1=C2C(C(=O)C3(C(CC4C(C3C(C(C2(C)C)(CC1OC(=O)C(C(C5=CC=CC=C5)NC(=O)OC(C)(C)C)O)O)OC(=O)C6=CC=CC=C6)(CO4)OC(=O)C)OC)C)OC. Drug 2: C1C(C(OC1N2C=C(C(=O)NC2=O)F)CO)O. Cell line: NCI/ADR-RES. Synergy scores: CSS=25.9, Synergy_ZIP=-5.17, Synergy_Bliss=-1.74, Synergy_Loewe=-0.961, Synergy_HSA=-0.0275. (2) Drug 2: CC1=C(C(CCC1)(C)C)C=CC(=CC=CC(=CC(=O)O)C)C. Cell line: CAKI-1. Synergy scores: CSS=40.7, Synergy_ZIP=-8.06, Synergy_Bliss=-2.89, Synergy_Loewe=3.06, Synergy_HSA=4.78. Drug 1: C1CN1P(=S)(N2CC2)N3CC3.